From a dataset of Peptide-MHC class I binding affinity with 185,985 pairs from IEDB/IMGT. Regression. Given a peptide amino acid sequence and an MHC pseudo amino acid sequence, predict their binding affinity value. This is MHC class I binding data. (1) The peptide sequence is GFCIPSRSK. The MHC is HLA-A68:01 with pseudo-sequence HLA-A68:01. The binding affinity (normalized) is 0.0240. (2) The peptide sequence is CRTLLSRVYQI. The MHC is Mamu-B08 with pseudo-sequence Mamu-B08. The binding affinity (normalized) is 0.356. (3) The binding affinity (normalized) is 0.467. The peptide sequence is DIKYISRDEL. The MHC is HLA-A68:02 with pseudo-sequence HLA-A68:02. (4) The peptide sequence is KEKGGLEGM. The MHC is HLA-A26:01 with pseudo-sequence HLA-A26:01. The binding affinity (normalized) is 0. (5) The peptide sequence is LMARRARSL. The MHC is HLA-A30:01 with pseudo-sequence HLA-A30:01. The binding affinity (normalized) is 0.213. (6) The peptide sequence is FSFEIALLK. The MHC is HLA-A30:01 with pseudo-sequence HLA-A30:01. The binding affinity (normalized) is 0.0847. (7) The peptide sequence is VDFKTPGTY. The MHC is HLA-B39:01 with pseudo-sequence HLA-B39:01. The binding affinity (normalized) is 0.0847.